Dataset: Full USPTO retrosynthesis dataset with 1.9M reactions from patents (1976-2016). Task: Predict the reactants needed to synthesize the given product. Given the product [CH:22]1([C@@:16]([C:18]([O:20][CH3:21])=[O:19])([CH3:17])[NH:15][C:13]([C:4]2[C:3]([NH:2][C:42]([NH:41][C:30]3[C:31]([Cl:40])=[CH:32][C:33]([O:35][C:36]([F:37])([F:38])[F:39])=[CH:34][C:29]=3[Cl:28])=[O:43])=[CH:12][C:11]3[C:6](=[CH:7][CH:8]=[CH:9][CH:10]=3)[CH:5]=2)=[O:14])[CH2:23][CH2:24][CH2:25][CH2:26][CH2:27]1, predict the reactants needed to synthesize it. The reactants are: Cl.[NH2:2][C:3]1[C:4]([C:13]([NH:15][C@:16]([CH:22]2[CH2:27][CH2:26][CH2:25][CH2:24][CH2:23]2)([C:18]([O:20][CH3:21])=[O:19])[CH3:17])=[O:14])=[CH:5][C:6]2[C:11]([CH:12]=1)=[CH:10][CH:9]=[CH:8][CH:7]=2.[Cl:28][C:29]1[CH:34]=[C:33]([O:35][C:36]([F:39])([F:38])[F:37])[CH:32]=[C:31]([Cl:40])[C:30]=1[N:41]=[C:42]=[O:43].CCCCCC.C(OCC)(=O)C.